From a dataset of Forward reaction prediction with 1.9M reactions from USPTO patents (1976-2016). Predict the product of the given reaction. (1) Given the reactants [CH3:1][C:2]1[CH:25]=[CH:24][C:23]([CH3:26])=[CH:22][C:3]=1[O:4][C:5]1[CH:14]=[C:13]2[C:8]([CH:9]=[C:10]([C:19]([OH:21])=[O:20])[CH:11]([C:15]([F:18])([F:17])[F:16])[O:12]2)=[CH:7][CH:6]=1.[OH-].[Na+:28], predict the reaction product. The product is: [CH3:1][C:2]1[CH:25]=[CH:24][C:23]([CH3:26])=[CH:22][C:3]=1[O:4][C:5]1[CH:14]=[C:13]2[C:8]([CH:9]=[C:10]([C:19]([O-:21])=[O:20])[CH:11]([C:15]([F:17])([F:18])[F:16])[O:12]2)=[CH:7][CH:6]=1.[Na+:28]. (2) The product is: [CH2:1]([C:3]1[CH:8]=[CH:7][CH:6]=[C:5]([CH2:9][CH3:10])[C:4]=1[CH:11]=[O:20])[CH3:2]. Given the reactants [CH2:1]([C:3]1[CH:8]=[CH:7][CH:6]=[C:5]([CH2:9][CH3:10])[C:4]=1/[CH:11]=N/C(C(C)C)C(C)C)[CH3:2].[OH-:20].[Na+], predict the reaction product. (3) The product is: [OH:23][C:16]1[C:15]([CH2:14][NH:13][C:11]([C:10]2[C:5]3[CH:4]=[N:3][CH:2]=[N:7][C:6]=3[N:8]([C@@H:25]([C:27]3[CH:32]=[CH:31][CH:30]=[CH:29][CH:28]=3)[CH3:26])[C:9]=2[CH3:24])=[O:12])=[C:20]([CH3:21])[CH:19]=[C:18]([CH3:22])[N:17]=1. Given the reactants Cl[C:2]1[N:3]=[CH:4][C:5]2[C:10]([C:11]([NH:13][CH2:14][C:15]3[C:16]([OH:23])=[N:17][C:18]([CH3:22])=[CH:19][C:20]=3[CH3:21])=[O:12])=[C:9]([CH3:24])[N:8]([C@@H:25]([C:27]3[CH:32]=[CH:31][CH:30]=[CH:29][CH:28]=3)[CH3:26])[C:6]=2[N:7]=1, predict the reaction product. (4) Given the reactants [CH3:1][C:2]1[CH:3]=[CH:4][C:5]([N+:19]([O-:21])=[O:20])=[C:6](/[CH:8]=[C:9](/[C:12]2[CH:13]=[N:14][C:15]([CH3:18])=[CH:16][CH:17]=2)\[C:10]#[N:11])[CH:7]=1.[BH4-].[Na+], predict the reaction product. The product is: [CH3:1][C:2]1[CH:3]=[CH:4][C:5]([N+:19]([O-:21])=[O:20])=[C:6]([CH2:8][CH:9]([C:12]2[CH:13]=[N:14][C:15]([CH3:18])=[CH:16][CH:17]=2)[C:10]#[N:11])[CH:7]=1. (5) Given the reactants [CH3:1][C:2]([C:10]1[CH:11]=[C:12]([CH:17]=[CH:18][CH:19]=1)[C:13]([O:15]C)=[O:14])([CH3:9])[C:3]#[C:4][Si](C)(C)C.C1COCC1.CO.[OH-].[Li+], predict the reaction product. The product is: [CH3:9][C:2]([C:10]1[CH:11]=[C:12]([CH:17]=[CH:18][CH:19]=1)[C:13]([OH:15])=[O:14])([CH3:1])[C:3]#[CH:4].